From a dataset of Full USPTO retrosynthesis dataset with 1.9M reactions from patents (1976-2016). Predict the reactants needed to synthesize the given product. Given the product [ClH:20].[CH3:1][O:2][C:3](=[O:21])[C@H:4]([C:14]1[CH:19]=[CH:18][CH:17]=[CH:16][C:15]=1[Cl:20])[N:5]1[CH2:10][CH2:9][C:8]2[S:11][CH:12]=[CH:13][C:7]=2[CH2:6]1, predict the reactants needed to synthesize it. The reactants are: [CH3:1][O:2][C:3](=[O:21])[C@H:4]([C:14]1[CH:19]=[CH:18][CH:17]=[CH:16][C:15]=1[Cl:20])[N:5]1[CH2:10][CH2:9][C:8]2[S:11][CH:12]=[CH:13][C:7]=2[CH2:6]1.CC(O)C.Cl.